From a dataset of Forward reaction prediction with 1.9M reactions from USPTO patents (1976-2016). Predict the product of the given reaction. (1) Given the reactants [CH:1]([NH:4][C:5]1[CH:10]=[CH:9][C:8]([O:11][CH3:12])=[CH:7][CH:6]=1)([CH3:3])[CH3:2].[O-:13][C:14]#[N:15].[Na+], predict the reaction product. The product is: [CH:1]([N:4]([C:5]1[CH:10]=[CH:9][C:8]([O:11][CH3:12])=[CH:7][CH:6]=1)[C:14]([NH2:15])=[O:13])([CH3:3])[CH3:2]. (2) Given the reactants [CH3:1][C:2]1[O:6][N:5]=[C:4]([C:7]2[CH:8]=[C:9]([CH:14]=[CH:15][CH:16]=2)[C:10](OC)=[O:11])[N:3]=1.C1COCC1.[Li+].[BH4-].Cl, predict the reaction product. The product is: [CH3:1][C:2]1[O:6][N:5]=[C:4]([C:7]2[CH:8]=[C:9]([CH2:10][OH:11])[CH:14]=[CH:15][CH:16]=2)[N:3]=1.